Dataset: Reaction yield outcomes from USPTO patents with 853,638 reactions. Task: Predict the reaction yield, written as a fraction of the theoretical maximum amount of product (1.0 means a 100% yield; for example, 0.34 means a 34% yield). (1) The reactants are [C:1]1([C:17]([O:19][CH3:20])=[O:18])[N:2]=[CH:3][N:4]2[CH2:9][CH2:8][N:7]([C:10]([O:12][C:13]([CH3:16])([CH3:15])[CH3:14])=[O:11])[CH2:6][C:5]=12.C1C(=O)N([Br:28])C(=O)C1. The catalyst is C(#N)C.C(Cl)Cl. The product is [Br:28][C:3]1[N:4]2[CH2:9][CH2:8][N:7]([C:10]([O:12][C:13]([CH3:14])([CH3:15])[CH3:16])=[O:11])[CH2:6][C:5]2=[C:1]([C:17]([O:19][CH3:20])=[O:18])[N:2]=1. The yield is 0.950. (2) The reactants are C(OC(O[CH2:8][CH3:9])CBr)C.C(O)C.C(=O)([O-])O.[Na+].[NH2:18][C:19]1[N:20]=[N:21][CH:22]=[C:23]([C:25]([F:28])([F:27])[F:26])[N:24]=1. The catalyst is Br.O. The product is [F:27][C:25]([F:26])([F:28])[C:23]1[CH:22]=[N:21][N:20]2[CH:8]=[CH:9][N:18]=[C:19]2[N:24]=1. The yield is 0.220.